From a dataset of Reaction yield outcomes from USPTO patents with 853,638 reactions. Predict the reaction yield, written as a fraction of the theoretical maximum amount of product (1.0 means a 100% yield; for example, 0.34 means a 34% yield). The reactants are Cl[C:2]1[CH:11]=[C:10]([C:12]#[N:13])[C:5]([C:6]([O:8][CH3:9])=[O:7])=[C:4]([NH:14][C:15]2[CH:20]=[CH:19][C:18]([F:21])=[C:17]([CH3:22])[CH:16]=2)[N:3]=1.CCN(CC)CC.[NH2:30][C@@H:31]1[CH2:36][CH2:35][CH2:34][CH2:33][C@@H:32]1[NH:37][C:38](=[O:44])[O:39][C:40]([CH3:43])([CH3:42])[CH3:41].O. The catalyst is C1COCC1.CCOC(C)=O. The product is [C:40]([O:39][C:38]([NH:37][C@H:32]1[CH2:33][CH2:34][CH2:35][CH2:36][C@H:31]1[NH:30][C:2]1[CH:11]=[C:10]([C:12]#[N:13])[C:5]([C:6]([O:8][CH3:9])=[O:7])=[C:4]([NH:14][C:15]2[CH:20]=[CH:19][C:18]([F:21])=[C:17]([CH3:22])[CH:16]=2)[N:3]=1)=[O:44])([CH3:43])([CH3:41])[CH3:42]. The yield is 0.124.